This data is from Forward reaction prediction with 1.9M reactions from USPTO patents (1976-2016). The task is: Predict the product of the given reaction. (1) Given the reactants [CH3:1][O:2][C:3]1[CH:8]=[C:7]([CH2:9][CH2:10][CH2:11][N:12]2[CH2:17][CH2:16][NH:15][CH2:14][CH2:13]2)[CH:6]=[CH:5][C:4]=1[C:18]1[CH:23]=[CH:22][C:21]([C:24]([NH:26][S:27]([C:30]2[CH:35]=[CH:34][C:33]([NH:36][CH2:37][CH2:38][S:39][C:40]3[CH:45]=[CH:44][CH:43]=[CH:42][CH:41]=3)=[C:32]([N+:46]([O-:48])=[O:47])[CH:31]=2)(=[O:29])=[O:28])=[O:25])=[CH:20][CH:19]=1.C(N(CC)CC)C.[CH3:56][N:57]([CH3:61])[C:58](Cl)=[O:59], predict the reaction product. The product is: [CH3:1][O:2][C:3]1[CH:8]=[C:7]([CH2:9][CH2:10][CH2:11][N:12]2[CH2:13][CH2:14][N:15]([C:58]([N:57]([CH3:61])[CH3:56])=[O:59])[CH2:16][CH2:17]2)[CH:6]=[CH:5][C:4]=1[C:18]1[CH:19]=[CH:20][C:21]([C:24]([NH:26][S:27]([C:30]2[CH:35]=[CH:34][C:33]([NH:36][CH2:37][CH2:38][S:39][C:40]3[CH:41]=[CH:42][CH:43]=[CH:44][CH:45]=3)=[C:32]([N+:46]([O-:48])=[O:47])[CH:31]=2)(=[O:28])=[O:29])=[O:25])=[CH:22][CH:23]=1. (2) Given the reactants Cl[C:2]1[N:7]=[C:6]([NH:8][CH2:9][CH2:10][CH3:11])[N:5]=[C:4]([NH:12][CH2:13][CH2:14][CH3:15])[N:3]=1.[CH2:16]([O:23][NH:24][CH3:25])[C:17]1[CH:22]=[CH:21][CH:20]=[CH:19][CH:18]=1, predict the reaction product. The product is: [CH2:16]([O:23][N:24]([C:2]1[N:7]=[C:6]([NH:8][CH2:9][CH2:10][CH3:11])[N:5]=[C:4]([NH:12][CH2:13][CH2:14][CH3:15])[N:3]=1)[CH3:25])[C:17]1[CH:22]=[CH:21][CH:20]=[CH:19][CH:18]=1. (3) Given the reactants Cl[CH2:2][CH2:3][CH2:4][CH2:5][C:6]1([CH2:16][CH3:17])[C:14]2[C:9](=[CH:10][CH:11]=[CH:12][CH:13]=2)[NH:8][C:7]1=[O:15].[O:18]1[C:23]2[CH:24]=[CH:25][CH:26]=[C:27]([N:28]3[CH2:33][CH2:32][NH:31][CH2:30][CH2:29]3)[C:22]=2[O:21][CH2:20][CH2:19]1, predict the reaction product. The product is: [O:18]1[C:23]2[CH:24]=[CH:25][CH:26]=[C:27]([N:28]3[CH2:33][CH2:32][N:31]([CH2:2][CH2:3][CH2:4][CH2:5][C:6]4([CH2:16][CH3:17])[C:14]5[C:9](=[CH:10][CH:11]=[CH:12][CH:13]=5)[NH:8][C:7]4=[O:15])[CH2:30][CH2:29]3)[C:22]=2[O:21][CH2:20][CH2:19]1. (4) Given the reactants C(N(C(C)C)P1O[C:20]2[CH:22]=[CH:23][C:24]3[CH:25]=CC=C[C:29]=3[C:19]=2[C:18]2C3C(C=[CH:37][C:17]=2[O:16]1)=CC=CC=3)(C1C=CC=CC=1)C1C=CC=CC=1.[C:41]1([CH2:47][CH2:48][CH2:49]CC=C)[CH:46]=[CH:45][CH:44]=[CH:43][CH:42]=1.CC1CCCC(=O)C=1, predict the reaction product. The product is: [CH3:25][C@@:24]1([CH2:23][CH2:22][CH2:20][CH:47]([C:41]2[CH:46]=[CH:45][CH:44]=[CH:43][CH:42]=2)[CH2:48][CH3:49])[CH2:29][CH2:19][CH2:18][C:17](=[O:16])[CH2:37]1. (5) The product is: [Cl:7][C:8]1[N:13]=[C:12]([C:14]2[CH:19]=[N:18][CH:17]=[CH:16][N:15]=2)[N:11]=[C:10]([NH:20][C@@H:21]([CH3:26])[C:22]([F:23])([F:24])[F:25])[C:9]=1[C:27]1[C:32]([F:33])=[CH:31][C:30]([O:6][CH2:5][CH2:4][CH2:3][NH:2][CH3:1])=[CH:29][C:28]=1[F:35]. Given the reactants [CH3:1][NH:2][CH2:3][CH2:4][CH2:5][OH:6].[Cl:7][C:8]1[N:13]=[C:12]([C:14]2[CH:19]=[N:18][CH:17]=[CH:16][N:15]=2)[N:11]=[C:10]([NH:20][C@@H:21]([CH3:26])[C:22]([F:25])([F:24])[F:23])[C:9]=1[C:27]1[C:32]([F:33])=[CH:31][C:30](F)=[CH:29][C:28]=1[F:35], predict the reaction product. (6) Given the reactants [F:1][C:2]1[CH:3]=[C:4]([CH2:9][CH2:10][C:11]([C:13]2[S:14][C:15]([C:18]3[CH:23]=[CH:22][C:21]([C:24]([F:27])([F:26])[F:25])=[CH:20][CH:19]=3)=[CH:16][CH:17]=2)=[O:12])[CH:5]=[CH:6][C:7]=1[OH:8].Br[CH:29]([CH2:37][CH3:38])[C:30]([O:32][C:33]([CH3:36])([CH3:35])[CH3:34])=[O:31], predict the reaction product. The product is: [F:1][C:2]1[CH:3]=[C:4]([CH2:9][CH2:10][C:11](=[O:12])[C:13]2[S:14][C:15]([C:18]3[CH:23]=[CH:22][C:21]([C:24]([F:27])([F:25])[F:26])=[CH:20][CH:19]=3)=[CH:16][CH:17]=2)[CH:5]=[CH:6][C:7]=1[O:8][CH:29]([CH2:37][CH3:38])[C:30]([O:32][C:33]([CH3:36])([CH3:35])[CH3:34])=[O:31]. (7) Given the reactants Br[C:2]1[CH:3]=[C:4]2[C:9](=[CH:10][CH:11]=1)[N:8]=[C:7]([NH:12][CH2:13][C:14]1[CH:19]=[CH:18][CH:17]=[CH:16][C:15]=1[O:20][CH3:21])[CH:6]=[CH:5]2.[CH:22]([C:24]1[CH:29]=[CH:28][N:27]=[CH:26][CH:25]=1)=[CH2:23].C(N(CC)CC)C.C1(C)C=CC=CC=1P(C1C=CC=CC=1C)C1C=CC=CC=1C, predict the reaction product. The product is: [CH3:21][O:20][C:15]1[CH:16]=[CH:17][CH:18]=[CH:19][C:14]=1[CH2:13][NH:12][C:7]1[CH:6]=[CH:5][C:4]2[C:9](=[CH:10][CH:11]=[C:2](/[CH:23]=[CH:22]/[C:24]3[CH:29]=[CH:28][N:27]=[CH:26][CH:25]=3)[CH:3]=2)[N:8]=1.